This data is from Catalyst prediction with 721,799 reactions and 888 catalyst types from USPTO. The task is: Predict which catalyst facilitates the given reaction. (1) Reactant: C[N:2](/[CH:4]=[C:5]1\[CH2:6][N:7]([C:12]([O:14][C:15]([CH3:18])([CH3:17])[CH3:16])=[O:13])[CH2:8][CH2:9][C:10]\1=O)[CH3:3].N[C:20]1[CH:24]=C[NH:22][N:21]=1. Product: [N:21]1[N:22]2[C:10]3[CH2:9][CH2:8][N:7]([C:12]([O:14][C:15]([CH3:16])([CH3:17])[CH3:18])=[O:13])[CH2:6][C:5]=3[CH:4]=[N:2][C:3]2=[CH:24][CH:20]=1. The catalyst class is: 42. (2) Reactant: [F:1][C:2]([F:11])([F:10])[C:3]1[CH:4]=[CH:5][C:6]([OH:9])=[N:7][CH:8]=1.C([O-])(=O)C.[Na+].[Br:17]Br. Product: [Br:17][C:5]1[C:6]([OH:9])=[N:7][CH:8]=[C:3]([C:2]([F:1])([F:10])[F:11])[CH:4]=1. The catalyst class is: 15. (3) Reactant: [C:1]([O:5][C:6]([NH:8][C@H:9]([C:11]([OH:13])=O)[CH3:10])=[O:7])([CH3:4])([CH3:3])[CH3:2].Cl.CN(C)CCCN=C=NCC.O.ON1C2C=CC=CC=2N=N1.C(N(CC)C(C)C)(C)C.FC(F)(F)C(O)=O.[NH2:53][C@H:54]([C:56]([O:58][CH2:59][CH2:60][O:61][C:62]1[CH:67]=[CH:66][C:65]([C:68]2[C:73]([C:74]#[N:75])=[C:72]([N:76]3[CH2:80][CH2:79][CH2:78][CH2:77]3)[N:71]=[C:70]([S:81][CH2:82][C:83]3[N:84]=[C:85]([C:88]4[CH:93]=[CH:92][C:91]([Cl:94])=[CH:90][CH:89]=4)[S:86][CH:87]=3)[C:69]=2[C:95]#[N:96])=[CH:64][CH:63]=1)=[O:57])[CH3:55]. Product: [C:1]([O:5][C:6]([NH:8][C@H:9]([C:11]([NH:53][C@H:54]([C:56]([O:58][CH2:59][CH2:60][O:61][C:62]1[CH:67]=[CH:66][C:65]([C:68]2[C:73]([C:74]#[N:75])=[C:72]([N:76]3[CH2:77][CH2:78][CH2:79][CH2:80]3)[N:71]=[C:70]([S:81][CH2:82][C:83]3[N:84]=[C:85]([C:88]4[CH:89]=[CH:90][C:91]([Cl:94])=[CH:92][CH:93]=4)[S:86][CH:87]=3)[C:69]=2[C:95]#[N:96])=[CH:64][CH:63]=1)=[O:57])[CH3:55])=[O:13])[CH3:10])=[O:7])([CH3:2])([CH3:3])[CH3:4]. The catalyst class is: 18. (4) Reactant: F[C:2]1[CH:3]=[C:4]([CH:7]=[CH:8][C:9]=1[N+:10]([O-:12])=[O:11])[C:5]#[N:6].Cl.[CH:14]1([NH2:18])[CH2:17][CH2:16][CH2:15]1.C(N(C(C)C)CC)(C)C. Product: [CH:14]1([NH:18][C:2]2[CH:3]=[C:4]([CH:7]=[CH:8][C:9]=2[N+:10]([O-:12])=[O:11])[C:5]#[N:6])[CH2:17][CH2:16][CH2:15]1. The catalyst class is: 7. (5) Reactant: [CH2:1]([O:8][C:9]1[CH:14]=[CH:13][C:12]([C:15]2[CH:16]=[C:17]([C:31](O)=[O:32])[C:18]3[C:23]([CH3:24])=[N:22][N:21]([CH:25]4[CH2:30][CH2:29][CH2:28][CH2:27][O:26]4)[C:19]=3[N:20]=2)=[C:11]([F:34])[CH:10]=1)[C:2]1[CH:7]=[CH:6][CH:5]=[CH:4][CH:3]=1.CCN(C(C)C)C(C)C.Cl.[CH3:45][NH:46][O:47][CH3:48]. Product: [CH3:48][O:47][N:46]([CH3:45])[C:31]([C:17]1[C:18]2[C:23]([CH3:24])=[N:22][N:21]([CH:25]3[CH2:30][CH2:29][CH2:28][CH2:27][O:26]3)[C:19]=2[N:20]=[C:15]([C:12]2[CH:13]=[CH:14][C:9]([O:8][CH2:1][C:2]3[CH:3]=[CH:4][CH:5]=[CH:6][CH:7]=3)=[CH:10][C:11]=2[F:34])[CH:16]=1)=[O:32]. The catalyst class is: 4. (6) Reactant: [Cl:1][C:2]1[C:10]([S:11][CH3:12])=[CH:9][C:8]([CH3:13])=[CH:7][C:3]=1[C:4](O)=[O:5].[NH2:14][C:15]1[N:19]([CH3:20])[N:18]=[N:17][N:16]=1.C(Cl)(=O)C(Cl)=O. Product: [Cl:1][C:2]1[C:10]([S:11][CH3:12])=[CH:9][C:8]([CH3:13])=[CH:7][C:3]=1[C:4]([NH:14][C:15]1[N:19]([CH3:20])[N:18]=[N:17][N:16]=1)=[O:5]. The catalyst class is: 341.